From a dataset of Reaction yield outcomes from USPTO patents with 853,638 reactions. Predict the reaction yield, written as a fraction of the theoretical maximum amount of product (1.0 means a 100% yield; for example, 0.34 means a 34% yield). (1) The reactants are [CH2:1]([O:8][C:9]1[C:10]([C:23](O)=[O:24])=[N:11][CH:12]=[C:13]([O:15][CH2:16][C:17]2[CH:22]=[CH:21][CH:20]=[CH:19][CH:18]=2)[CH:14]=1)[C:2]1[CH:7]=[CH:6][CH:5]=[CH:4][CH:3]=1.[CH3:26]N(C)CCCN=C=NCC.ON1C2C=CC=CC=2N=N1.[NH2:47][C:48]([CH3:53])([CH3:52])[C:49]([OH:51])=[O:50].C(N(C(C)C)CC)(C)C. The catalyst is CN(C=O)C. The product is [CH3:26][O:50][C:49](=[O:51])[C:48]([NH:47][C:23]([C:10]1[C:9]([O:8][CH2:1][C:2]2[CH:7]=[CH:6][CH:5]=[CH:4][CH:3]=2)=[CH:14][C:13]([O:15][CH2:16][C:17]2[CH:18]=[CH:19][CH:20]=[CH:21][CH:22]=2)=[CH:12][N:11]=1)=[O:24])([CH3:53])[CH3:52]. The yield is 0.450. (2) The reactants are [CH3:1][O:2][C:3]1[CH:4]=[C:5]([CH2:9][NH2:10])[CH:6]=[CH:7][CH:8]=1.Br[CH2:12][C:13]([O:15][CH2:16][CH3:17])=[O:14].C([O-])(O)=O.[Na+].C(N(CC)CC)C. The catalyst is C(#N)C. The product is [CH2:16]([O:15][C:13](=[O:14])[CH2:12][NH:10][CH2:9][C:5]1[CH:6]=[CH:7][CH:8]=[C:3]([O:2][CH3:1])[CH:4]=1)[CH3:17]. The yield is 0.688. (3) The reactants are Br[C:2]1[CH:7]=[CH:6][C:5]([N+]([O-])=O)=[CH:4][CH:3]=1.[C:11]1([CH3:20])[CH:16]=[CH:15][CH:14]=[CH:13][C:12]=1B(O)O. The catalyst is C([O-])(=O)C.C([N+](CCCC)(CCCC)CCCC)CCC.[Pd].CCOC(C)=O. The product is [CH3:20][C:11]1[CH:16]=[CH:15][C:14]([C:2]2[CH:7]=[CH:6][CH:5]=[CH:4][CH:3]=2)=[CH:13][CH:12]=1. The yield is 0.750.